From a dataset of Catalyst prediction with 721,799 reactions and 888 catalyst types from USPTO. Predict which catalyst facilitates the given reaction. (1) Reactant: [NH2:1][C:2]1[CH:3]=[C:4]2[C:8](=[CH:9][C:10]=1[Br:11])[CH2:7][C@:6]1([C:15](=[O:16])[NH:14][C:13](=[O:17])[N:12]1[CH3:18])[CH2:5]2.[O:19]=[C:20]1[N:24]([CH2:25][C:26](O)=[O:27])[C:23]2[CH:29]=[CH:30][CH:31]=[CH:32][C:22]=2[N:21]1[C:33]1[CH:38]=[CH:37][CH:36]=[CH:35][N:34]=1.C(N(CC)C(C)C)(C)C.C1CN([P+](ON2N=NC3C=CC=CC2=3)(N2CCCC2)N2CCCC2)CC1.F[P-](F)(F)(F)(F)F. Product: [Br:11][C:10]1[CH:9]=[C:8]2[C:4]([CH2:5][C@@:6]3([C:15](=[O:16])[NH:14][C:13](=[O:17])[N:12]3[CH3:18])[CH2:7]2)=[CH:3][C:2]=1[NH:1][C:26](=[O:27])[CH2:25][N:24]1[C:23]2[CH:29]=[CH:30][CH:31]=[CH:32][C:22]=2[N:21]([C:33]2[CH:38]=[CH:37][CH:36]=[CH:35][N:34]=2)[C:20]1=[O:19]. The catalyst class is: 3. (2) Reactant: [C:1]([O:5][C:6]([N:8]([C:13]1[CH:27]=[CH:26][C:16]2[N:17]([CH2:21][C:22]([O:24]C)=[O:23])[C:18](=[O:20])[O:19][C:15]=2[CH:14]=1)[S:9]([CH3:12])(=[O:11])=[O:10])=[O:7])([CH3:4])([CH3:3])[CH3:2].[Li+].[OH-].Cl. Product: [C:1]([O:5][C:6]([N:8]([C:13]1[CH:27]=[CH:26][C:16]2[N:17]([CH2:21][C:22]([OH:24])=[O:23])[C:18](=[O:20])[O:19][C:15]=2[CH:14]=1)[S:9]([CH3:12])(=[O:10])=[O:11])=[O:7])([CH3:4])([CH3:2])[CH3:3]. The catalyst class is: 1. (3) The catalyst class is: 15. Reactant: [Br:1][C:2]1[CH:7]=[C:6]([O:8]CC2C=CC(OC)=CC=2)[CH:5]=[C:4]([S:18]([CH3:21])(=[O:20])=[O:19])[CH:3]=1. Product: [Br:1][C:2]1[CH:7]=[C:6]([OH:8])[CH:5]=[C:4]([S:18]([CH3:21])(=[O:19])=[O:20])[CH:3]=1. (4) Reactant: [CH3:1][O:2][C:3]1[CH:12]=[CH:11][C:6]([C:7]([O:9]C)=[O:8])=[C:5]([NH:13][CH2:14][C:15]2[CH:20]=[CH:19][C:18]([C:21]([F:24])([F:23])[F:22])=[CH:17][CH:16]=2)[N:4]=1.[OH-].[Na+]. Product: [CH3:1][O:2][C:3]1[CH:12]=[CH:11][C:6]([C:7]([OH:9])=[O:8])=[C:5]([NH:13][CH2:14][C:15]2[CH:20]=[CH:19][C:18]([C:21]([F:24])([F:22])[F:23])=[CH:17][CH:16]=2)[N:4]=1. The catalyst class is: 24. (5) Reactant: [F:1][C:2]1([F:19])[CH2:4][CH:3]1[C:5]#[C:6][C:7]#[C:8][C:9]1[CH:18]=[CH:17][C:12]([C:13]([O:15]C)=[O:14])=[CH:11][CH:10]=1.[OH-].[Na+]. Product: [F:1][C:2]1([F:19])[CH2:4][CH:3]1[C:5]#[C:6][C:7]#[C:8][C:9]1[CH:10]=[CH:11][C:12]([C:13]([OH:15])=[O:14])=[CH:17][CH:18]=1. The catalyst class is: 87.